From a dataset of Forward reaction prediction with 1.9M reactions from USPTO patents (1976-2016). Predict the product of the given reaction. (1) Given the reactants [CH:1]1([CH2:4][O:5][C:6]2[N:11]=[C:10]([C:12]([OH:14])=O)[CH:9]=[N:8][C:7]=2[N:15]2[CH2:18][C:17]([F:20])([F:19])[CH2:16]2)[CH2:3][CH2:2]1.[CH2:21]1[C:23]2([CH2:28][O:27][CH2:26][CH2:25][NH:24]2)[CH2:22]1, predict the reaction product. The product is: [CH:1]1([CH2:4][O:5][C:6]2[N:11]=[C:10]([C:12]([N:24]3[CH2:25][CH2:26][O:27][CH2:28][C:23]43[CH2:21][CH2:22]4)=[O:14])[CH:9]=[N:8][C:7]=2[N:15]2[CH2:18][C:17]([F:20])([F:19])[CH2:16]2)[CH2:2][CH2:3]1. (2) Given the reactants [N:1]1([C:7]2[N:12]=[CH:11][NH:10][C:9](=[O:13])[CH:8]=2)[CH2:6][CH2:5][NH:4][CH2:3][CH2:2]1.[Br:14][C:15]1[CH:22]=[C:21]([Cl:23])[CH:20]=[C:17]([CH:18]=O)[C:16]=1[OH:24], predict the reaction product. The product is: [Br:14][C:15]1[C:16]([OH:24])=[C:17]([CH:20]=[C:21]([Cl:23])[CH:22]=1)[CH2:18][N:4]1[CH2:5][CH2:6][N:1]([C:7]2[N:12]=[CH:11][NH:10][C:9](=[O:13])[CH:8]=2)[CH2:2][CH2:3]1. (3) Given the reactants [H-].[Na+].[Br:3][C:4]1[CH:5]=[C:6]([OH:22])[CH:7]=[C:8]([Br:21])[C:9]=1[O:10][C:11]1[CH:16]=[CH:15][C:14]([OH:17])=[C:13]([CH:18]([CH3:20])[CH3:19])[CH:12]=1.ClC1C=CC(S(O[CH2:34][P:35](=[O:40])([O:38][CH3:39])[O:36][CH3:37])(=O)=O)=CC=1, predict the reaction product. The product is: [CH3:37][O:36][P:35]([CH2:34][O:22][C:6]1[CH:5]=[C:4]([Br:3])[C:9]([O:10][C:11]2[CH:16]=[CH:15][C:14]([OH:17])=[C:13]([CH:18]([CH3:20])[CH3:19])[CH:12]=2)=[C:8]([Br:21])[CH:7]=1)(=[O:40])[O:38][CH3:39]. (4) Given the reactants [Cl:1][C:2]1[CH:3]=[CH:4][C:5]2[NH:11][C:10](=S)[C@@H:9]([CH2:13][C:14]([O:16][CH2:17][CH3:18])=[O:15])[O:8][C@H:7]([C:19]3[C:20]([O:25][CH3:26])=[N:21][CH:22]=[CH:23][CH:24]=3)[C:6]=2[CH:27]=1.O.[NH2:29][NH2:30].ClC(Cl)C.[F:35][C:36]([F:47])([F:46])[C:37](O[C:37](=O)[C:36]([F:47])([F:46])[F:35])=O, predict the reaction product. The product is: [Cl:1][C:2]1[CH:3]=[CH:4][C:5]2[N:11]3[C:37]([C:36]([F:47])([F:46])[F:35])=[N:29][N:30]=[C:10]3[C@@H:9]([CH2:13][C:14]([O:16][CH2:17][CH3:18])=[O:15])[O:8][C@H:7]([C:19]3[C:20]([O:25][CH3:26])=[N:21][CH:22]=[CH:23][CH:24]=3)[C:6]=2[CH:27]=1. (5) Given the reactants [C:1](Cl)(=O)C(Cl)=O.[Cl:7][C:8]1[CH:13]=[CH:12][C:11]([C:14]2[C:20]3[CH:21]=[C:22]([O:25][CH3:26])[CH:23]=[CH:24][C:19]=3[N:18]3[C:27]([CH3:30])=[N:28][N:29]=[C:17]3[C@H:16]([CH2:31][C:32]([OH:34])=[O:33])[N:15]=2)=[CH:10][CH:9]=1.CN(C=O)C.CCN([CH:46]([CH3:48])[CH3:47])C(C)C, predict the reaction product. The product is: [C:46]([O:33][C:32](=[O:34])[CH2:31][C@@H:16]1[N:15]=[C:14]([C:11]2[CH:12]=[CH:13][C:8]([Cl:7])=[CH:9][CH:10]=2)[C:20]2[CH:21]=[C:22]([O:25][CH3:26])[CH:23]=[CH:24][C:19]=2[N:18]2[C:27]([CH3:30])=[N:28][N:29]=[C:17]12)([CH3:48])([CH3:1])[CH3:47]. (6) The product is: [Br:12][C:9]1[CH:10]=[CH:11][C:2]([NH:1][C:24](=[O:25])[CH2:23][CH2:22][C:21]([F:28])([F:27])[F:20])=[C:3]([CH:8]=1)[C:4]([O:6][CH3:7])=[O:5]. Given the reactants [NH2:1][C:2]1[CH:11]=[CH:10][C:9]([Br:12])=[CH:8][C:3]=1[C:4]([O:6][CH3:7])=[O:5].C(N(CC)CC)C.[F:20][C:21]([F:28])([F:27])[CH2:22][CH2:23][C:24](Cl)=[O:25].BrC1C=C2C(=CC=1)N=C(Cl)C(CC(F)(F)F)=C2Cl, predict the reaction product. (7) Given the reactants [C:1]1([CH2:7][CH2:8][N:9]([CH2:21][C:22]2[CH:27]=[CH:26][C:25]([CH2:28][OH:29])=[CH:24][CH:23]=2)[C:10]2[S:11][CH:12]=[C:13]([C:15]3[CH:20]=[CH:19][CH:18]=[CH:17][CH:16]=3)[N:14]=2)[CH:6]=[CH:5][CH:4]=[CH:3][CH:2]=1.[F:30][CH:31]([CH2:37][C:38]1[CH:43]=[CH:42][C:41](O)=[CH:40][CH:39]=1)[C:32]([O:34][CH2:35][CH3:36])=[O:33].C(P(CCCC)CCCC)CCC.N(C(N1CCCCC1)=O)=NC(N1CCCCC1)=O, predict the reaction product. The product is: [F:30][CH:31]([CH2:37][C:38]1[CH:43]=[CH:42][C:41]([O:29][CH2:28][C:25]2[CH:24]=[CH:23][C:22]([CH2:21][N:9]([CH2:8][CH2:7][C:1]3[CH:6]=[CH:5][CH:4]=[CH:3][CH:2]=3)[C:10]3[S:11][CH:12]=[C:13]([C:15]4[CH:20]=[CH:19][CH:18]=[CH:17][CH:16]=4)[N:14]=3)=[CH:27][CH:26]=2)=[CH:40][CH:39]=1)[C:32]([O:34][CH2:35][CH3:36])=[O:33]. (8) Given the reactants [C:1]([O:5][C:6]([N:8]1[C:16]2[C:11](=[N:12][CH:13]=[C:14](Br)[CH:15]=2)[C:10]([CH3:19])([CH3:18])[CH2:9]1)=[O:7])([CH3:4])([CH3:3])[CH3:2].C([Li])CCC.CON(C)[C:28](=[O:31])[CH2:29][CH3:30].O, predict the reaction product. The product is: [C:1]([O:5][C:6]([N:8]1[C:16]2[C:11](=[N:12][CH:13]=[C:14]([C:28](=[O:31])[CH2:29][CH3:30])[CH:15]=2)[C:10]([CH3:19])([CH3:18])[CH2:9]1)=[O:7])([CH3:4])([CH3:3])[CH3:2]. (9) The product is: [CH3:1][C:2]1[CH:7]=[C:6]([C:8]2[NH:16][C:14](=[O:15])[C:13]3[C:12](=[CH:20][C:19]([F:21])=[CH:18][C:17]=3[F:22])[N:11]=2)[CH:5]=[C:4]([CH3:10])[N:3]=1. Given the reactants [CH3:1][C:2]1[CH:7]=[C:6]([CH:8]=O)[CH:5]=[C:4]([CH3:10])[N:3]=1.[NH2:11][C:12]1[CH:20]=[C:19]([F:21])[CH:18]=[C:17]([F:22])[C:13]=1[C:14]([NH2:16])=[O:15].S([O-])(O)=O.[Na+].C1(C)C=CC(S(O)(=O)=O)=CC=1, predict the reaction product. (10) Given the reactants Br[C:2]1[CH:3]=[C:4]2[C:8](=[CH:9][CH:10]=1)[N:7]([CH2:11][CH2:12][N:13]1[CH2:17][CH2:16][CH2:15][CH2:14]1)[N:6]=[CH:5]2.[Cl:18][C:19]1[CH:20]=[CH:21][C:22]([CH2:25][O:26][C:27]2[CH:32]=[CH:31][NH:30][C:29](=[O:33])[CH:28]=2)=[N:23][CH:24]=1, predict the reaction product. The product is: [ClH:18].[Cl:18][C:19]1[CH:20]=[CH:21][C:22]([CH2:25][O:26][C:27]2[CH:32]=[CH:31][N:30]([C:2]3[CH:3]=[C:4]4[C:8](=[CH:9][CH:10]=3)[N:7]([CH2:11][CH2:12][N:13]3[CH2:17][CH2:16][CH2:15][CH2:14]3)[N:6]=[CH:5]4)[C:29](=[O:33])[CH:28]=2)=[N:23][CH:24]=1.